From a dataset of Reaction yield outcomes from USPTO patents with 853,638 reactions. Predict the reaction yield, written as a fraction of the theoretical maximum amount of product (1.0 means a 100% yield; for example, 0.34 means a 34% yield). (1) The reactants are [OH:1][CH:2]([CH2:6][CH2:7][S:8][CH3:9])[C:3]([OH:5])=[O:4].[CH2:10]([OH:26])[CH2:11][CH2:12][CH2:13][CH2:14][CH2:15][CH2:16][CH2:17][CH2:18][CH2:19][CH2:20][CH2:21][CH2:22][CH2:23][CH2:24][CH3:25].C1(C)C=C[C:30]([S:33](O)(=O)=O)=CC=1.[OH2:38].[C:39]1(C)C=C[CH:42]=[CH:41][CH:40]=1. The catalyst is C(OCC)(=O)C. The product is [OH:1][CH:2]([CH2:6][CH2:7][S:8][CH3:9])[C:3]([O:5][CH:40]([CH2:41][CH2:42][S:33][CH3:30])[C:39]([O:26][CH2:10][CH2:11][CH2:12][CH2:13][CH2:14][CH2:15][CH2:16][CH2:17][CH2:18][CH2:19][CH2:20][CH2:21][CH2:22][CH2:23][CH2:24][CH3:25])=[O:38])=[O:4]. The yield is 0.220. (2) The reactants are [Cl:1][C:2]1[CH:3]=[C:4]([CH2:9][NH2:10])[CH:5]=[CH:6][C:7]=1[Cl:8].[CH2:11]([O:13][CH:14]([O:19][CH2:20][CH3:21])[C:15](=[NH:18])OC)[CH3:12]. The catalyst is CO. The product is [Cl:1][C:2]1[CH:3]=[C:4]([CH:5]=[CH:6][C:7]=1[Cl:8])[CH2:9][NH:10][C:15](=[NH:18])[CH:14]([O:19][CH2:20][CH3:21])[O:13][CH2:11][CH3:12]. The yield is 0.727. (3) The reactants are [CH2:1]([C:5]1[N:6]=[C:7]2[CH:24]=[CH:23][CH:22]=[CH:21][N:8]2[C:9](=[O:20])[C:10]=1[C:11]1[CH:12]=[C:13]2[C:17](=[CH:18][CH:19]=1)[NH:16][CH2:15][CH2:14]2)[CH2:2][CH2:3][CH3:4].CO.[ClH:27].C(OCC)(=O)C. The catalyst is CO. The product is [ClH:27].[CH2:1]([C:5]1[N:6]=[C:7]2[CH:24]=[CH:23][CH:22]=[CH:21][N:8]2[C:9](=[O:20])[C:10]=1[C:11]1[CH:12]=[C:13]2[C:17](=[CH:18][CH:19]=1)[NH:16][CH2:15][CH2:14]2)[CH2:2][CH2:3][CH3:4]. The yield is 0.760.